Dataset: Reaction yield outcomes from USPTO patents with 853,638 reactions. Task: Predict the reaction yield, written as a fraction of the theoretical maximum amount of product (1.0 means a 100% yield; for example, 0.34 means a 34% yield). (1) The reactants are C[O:2][C:3](=O)[C:4]1[CH:9]=[C:8]([C:10]2[N:11]=[N:12][N:13]([CH3:15])[CH:14]=2)[C:7]([C:16]([F:19])([F:18])[F:17])=[CH:6][C:5]=1[NH:20][C:21]([O:23]C1C=CC(Cl)=CC=1)=O.CCN(C(C)C)C(C)C.[CH3:41][S:42]([NH:45][NH2:46])(=[O:44])=[O:43]. The catalyst is O1CCOCC1. The product is [CH3:15][N:13]1[CH:14]=[C:10]([C:8]2[CH:9]=[C:4]3[C:5](=[CH:6][C:7]=2[C:16]([F:19])([F:18])[F:17])[NH:20][C:21](=[O:23])[N:46]([NH:45][S:42]([CH3:41])(=[O:44])=[O:43])[C:3]3=[O:2])[N:11]=[N:12]1. The yield is 0.780. (2) The reactants are C[CH:2]([N:6]1[C:10]([C:11]2[S:12][C:13]([C:16]3[CH:21]=[CH:20][CH:19]=[C:18]([S:22]([CH3:25])(=[O:24])=[O:23])[CH:17]=3)=[CH:14][CH:15]=2)=[CH:9][C:8]([C:26]([F:29])([F:28])[F:27])=[N:7]1)[C:3]([OH:5])=[O:4].[CH3:30][N:31]([CH3:35])[CH2:32][CH2:33]O.C(N(CC)CC)C. The catalyst is CS(C)=O.O. The product is [CH3:25][S:22]([C:18]1[CH:17]=[C:16]([C:13]2[S:12][C:11]([C:10]3[N:6]([CH2:2][C:3]([O:5][CH2:33][CH2:32][N:31]([CH3:35])[CH3:30])=[O:4])[N:7]=[C:8]([C:26]([F:27])([F:28])[F:29])[CH:9]=3)=[CH:15][CH:14]=2)[CH:21]=[CH:20][CH:19]=1)(=[O:24])=[O:23]. The yield is 0.0600.